Dataset: Full USPTO retrosynthesis dataset with 1.9M reactions from patents (1976-2016). Task: Predict the reactants needed to synthesize the given product. Given the product [Br:10][C:11]([F:17])([F:16])[C:12]([S:7][C:1]1[CH:6]=[CH:5][CH:4]=[CH:3][CH:2]=1)([F:14])[F:13], predict the reactants needed to synthesize it. The reactants are: [C:1]1([SH:7])[CH:6]=[CH:5][CH:4]=[CH:3][CH:2]=1.[H-].[Na+].[Br:10][C:11]([F:17])([F:16])[C:12](Br)([F:14])[F:13].O.